Dataset: NCI-60 drug combinations with 297,098 pairs across 59 cell lines. Task: Regression. Given two drug SMILES strings and cell line genomic features, predict the synergy score measuring deviation from expected non-interaction effect. (1) Drug 1: CC1OCC2C(O1)C(C(C(O2)OC3C4COC(=O)C4C(C5=CC6=C(C=C35)OCO6)C7=CC(=C(C(=C7)OC)O)OC)O)O. Drug 2: CC1=C(N=C(N=C1N)C(CC(=O)N)NCC(C(=O)N)N)C(=O)NC(C(C2=CN=CN2)OC3C(C(C(C(O3)CO)O)O)OC4C(C(C(C(O4)CO)O)OC(=O)N)O)C(=O)NC(C)C(C(C)C(=O)NC(C(C)O)C(=O)NCCC5=NC(=CS5)C6=NC(=CS6)C(=O)NCCC[S+](C)C)O. Cell line: NCI-H322M. Synergy scores: CSS=9.45, Synergy_ZIP=-2.05, Synergy_Bliss=3.37, Synergy_Loewe=2.94, Synergy_HSA=2.96. (2) Drug 1: C1=CC(=CC=C1CCC2=CNC3=C2C(=O)NC(=N3)N)C(=O)NC(CCC(=O)O)C(=O)O. Drug 2: CCC1=C2CN3C(=CC4=C(C3=O)COC(=O)C4(CC)O)C2=NC5=C1C=C(C=C5)O. Cell line: HCT116. Synergy scores: CSS=54.4, Synergy_ZIP=-5.94, Synergy_Bliss=-8.27, Synergy_Loewe=-5.19, Synergy_HSA=-2.26. (3) Drug 1: CN(C)C1=NC(=NC(=N1)N(C)C)N(C)C. Drug 2: CC1=C(C(=O)C2=C(C1=O)N3CC4C(C3(C2COC(=O)N)OC)N4)N. Cell line: MDA-MB-231. Synergy scores: CSS=10.0, Synergy_ZIP=-0.939, Synergy_Bliss=2.20, Synergy_Loewe=-62.5, Synergy_HSA=-1.26. (4) Drug 1: C1CCN(CC1)CCOC2=CC=C(C=C2)C(=O)C3=C(SC4=C3C=CC(=C4)O)C5=CC=C(C=C5)O. Drug 2: CN1CCC(CC1)COC2=C(C=C3C(=C2)N=CN=C3NC4=C(C=C(C=C4)Br)F)OC. Cell line: LOX IMVI. Synergy scores: CSS=11.4, Synergy_ZIP=-2.07, Synergy_Bliss=0.660, Synergy_Loewe=0.651, Synergy_HSA=2.53. (5) Drug 1: CS(=O)(=O)C1=CC(=C(C=C1)C(=O)NC2=CC(=C(C=C2)Cl)C3=CC=CC=N3)Cl. Drug 2: C1=NC(=NC(=O)N1C2C(C(C(O2)CO)O)O)N. Cell line: HCC-2998. Synergy scores: CSS=18.5, Synergy_ZIP=1.02, Synergy_Bliss=11.8, Synergy_Loewe=6.70, Synergy_HSA=9.57. (6) Drug 1: C1CC(=O)NC(=O)C1N2CC3=C(C2=O)C=CC=C3N. Drug 2: CC1=C(C=C(C=C1)NC(=O)C2=CC=C(C=C2)CN3CCN(CC3)C)NC4=NC=CC(=N4)C5=CN=CC=C5. Cell line: MALME-3M. Synergy scores: CSS=3.67, Synergy_ZIP=3.07, Synergy_Bliss=5.21, Synergy_Loewe=3.64, Synergy_HSA=2.79. (7) Drug 1: CC(C1=C(C=CC(=C1Cl)F)Cl)OC2=C(N=CC(=C2)C3=CN(N=C3)C4CCNCC4)N. Drug 2: CC12CCC3C(C1CCC2O)C(CC4=C3C=CC(=C4)O)CCCCCCCCCS(=O)CCCC(C(F)(F)F)(F)F. Cell line: OVCAR-5. Synergy scores: CSS=10.8, Synergy_ZIP=-1.12, Synergy_Bliss=2.00, Synergy_Loewe=1.12, Synergy_HSA=1.17.